Dataset: Full USPTO retrosynthesis dataset with 1.9M reactions from patents (1976-2016). Task: Predict the reactants needed to synthesize the given product. (1) Given the product [CH2:1]([O:3][C:4](=[O:24])[CH2:5][C@@H:6]([NH:16][C:17]([O:19][C:20]([CH3:23])([CH3:22])[CH3:21])=[O:18])[C:7]([NH:9][CH:10]1[CH2:15][CH2:14][CH2:13][NH:12][CH2:11]1)=[O:8])[CH3:2], predict the reactants needed to synthesize it. The reactants are: [CH2:1]([O:3][C:4](=[O:24])[CH2:5][C@@H:6]([NH:16][C:17]([O:19][C:20]([CH3:23])([CH3:22])[CH3:21])=[O:18])[C:7]([NH:9][C:10]1[CH:11]=[N:12][CH:13]=[CH:14][CH:15]=1)=[O:8])[CH3:2]. (2) Given the product [C:12]([C:16]1[CH:17]=[CH:18][C:19]([O:25][CH3:26])=[C:20]([CH:24]=1)[C:21]([NH:11][CH2:10][CH2:9][C:6]1[CH:7]=[CH:8][C:3]([O:2][CH3:1])=[CH:4][CH:5]=1)=[O:22])([CH3:15])([CH3:13])[CH3:14], predict the reactants needed to synthesize it. The reactants are: [CH3:1][O:2][C:3]1[CH:8]=[CH:7][C:6]([CH2:9][CH2:10][NH2:11])=[CH:5][CH:4]=1.[C:12]([C:16]1[CH:17]=[CH:18][C:19]([O:25][CH3:26])=[C:20]([CH:24]=1)[C:21](Cl)=[O:22])([CH3:15])([CH3:14])[CH3:13].Cl. (3) Given the product [Cl:1][C:2]1[CH:3]=[CH:4][C:5]([N:38]2[CH:42]=[N:41][N:40]=[N:39]2)=[C:6](/[CH:8]=[CH:9]/[C:10]([N:12]2[CH2:21][CH2:20][C:19]3[C:14](=[CH:15][CH:16]=[CH:17][CH:18]=3)[C@H:13]2[C:22]([NH:24][C:25]2[CH:26]=[CH:27][C:28]([C:29]([OH:31])=[O:30])=[CH:36][CH:37]=2)=[O:23])=[O:11])[CH:7]=1, predict the reactants needed to synthesize it. The reactants are: [Cl:1][C:2]1[CH:3]=[CH:4][C:5]([N:38]2[CH:42]=[N:41][N:40]=[N:39]2)=[C:6](/[CH:8]=[CH:9]/[C:10]([N:12]2[CH2:21][CH2:20][C:19]3[C:14](=[CH:15][CH:16]=[CH:17][CH:18]=3)[C@H:13]2[C:22]([NH:24][C:25]2[CH:37]=[CH:36][C:28]([C:29]([O:31]C(C)(C)C)=[O:30])=[CH:27][CH:26]=2)=[O:23])=[O:11])[CH:7]=1.CCN(C(C)C)C(C)C.C(P1(=O)OP(CCC)(=O)OP(CCC)(=O)O1)CC.